This data is from Peptide-MHC class II binding affinity with 134,281 pairs from IEDB. The task is: Regression. Given a peptide amino acid sequence and an MHC pseudo amino acid sequence, predict their binding affinity value. This is MHC class II binding data. (1) The peptide sequence is PRSLFPEFSELFAAF. The MHC is HLA-DQA10101-DQB10501 with pseudo-sequence HLA-DQA10101-DQB10501. The binding affinity (normalized) is 0.155. (2) The peptide sequence is FPPNGTHSWEYWGAQ. The MHC is DRB3_0202 with pseudo-sequence DRB3_0202. The binding affinity (normalized) is 0. (3) The peptide sequence is GRKTRSAYERMCNIL. The MHC is DRB1_0405 with pseudo-sequence DRB1_0405. The binding affinity (normalized) is 0.356. (4) The peptide sequence is LVVRMYLSSQAIRLV. The MHC is HLA-DPA10201-DPB10101 with pseudo-sequence HLA-DPA10201-DPB10101. The binding affinity (normalized) is 0.182. (5) The binding affinity (normalized) is 0.233. The MHC is DRB1_1201 with pseudo-sequence DRB1_1201. The peptide sequence is IAFFRKEPLKECGGI. (6) The peptide sequence is ISPSFLVYSFFVHDL. The MHC is DRB1_0901 with pseudo-sequence DRB1_0901. The binding affinity (normalized) is 0.583. (7) The peptide sequence is LTGYSLFQKEKMVLN. The MHC is HLA-DPA10301-DPB10402 with pseudo-sequence HLA-DPA10301-DPB10402. The binding affinity (normalized) is 0.339. (8) The peptide sequence is KASNPNYLAILVKYV. The MHC is DRB1_0404 with pseudo-sequence DRB1_0404. The binding affinity (normalized) is 0.899. (9) The peptide sequence is SNNGIKQQGIRYANP. The binding affinity (normalized) is 0.0842. The MHC is HLA-DPA10103-DPB10201 with pseudo-sequence HLA-DPA10103-DPB10201. (10) The peptide sequence is AEHQAIVRDVLAASD. The MHC is HLA-DQA10201-DQB10202 with pseudo-sequence HLA-DQA10201-DQB10202. The binding affinity (normalized) is 0.270.